From a dataset of Reaction yield outcomes from USPTO patents with 853,638 reactions. Predict the reaction yield, written as a fraction of the theoretical maximum amount of product (1.0 means a 100% yield; for example, 0.34 means a 34% yield). (1) The reactants are [C:1]1([C@@H:7]2[CH2:9][C@H:8]2[NH:10][CH2:11][CH:12]2[CH2:17][CH2:16][N:15]([CH2:18][C:19]([O:21]C(C)(C)C)=[O:20])[CH2:14][CH2:13]2)[CH:6]=[CH:5][CH:4]=[CH:3][CH:2]=1.Cl. No catalyst specified. The product is [C:1]1([C@@H:7]2[CH2:9][C@H:8]2[NH:10][CH2:11][CH:12]2[CH2:17][CH2:16][N:15]([CH2:18][C:19]([OH:21])=[O:20])[CH2:14][CH2:13]2)[CH:6]=[CH:5][CH:4]=[CH:3][CH:2]=1. The yield is 0.630. (2) The reactants are C[O:2][C:3]([C:5]1[CH:10]=[CH:9][C:8]([C:11]2[CH:16]=[CH:15][C:14]([Cl:17])=[CH:13][CH:12]=2)=[CH:7][C:6]=1[O:18][CH3:19])=[O:4].O.[Li+].[OH-]. The catalyst is C1COCC1. The product is [Cl:17][C:14]1[CH:13]=[CH:12][C:11]([C:8]2[CH:9]=[CH:10][C:5]([C:3]([OH:4])=[O:2])=[C:6]([O:18][CH3:19])[CH:7]=2)=[CH:16][CH:15]=1. The yield is 0.910. (3) The reactants are [Br:1][C:2]1[CH:3]=[C:4]([S:9](Cl)(=[O:11])=[O:10])[CH:5]=[CH:6][C:7]=1[F:8].[NH:13]1[C:21]2[C:16](=[CH:17][CH:18]=[CH:19][CH:20]=2)[CH2:15][CH2:14]1.C(N(CC)C(C)C)(C)C. The catalyst is O1CCCC1. The product is [Br:1][C:2]1[CH:3]=[C:4]([S:9]([N:13]2[C:21]3[C:16](=[CH:17][CH:18]=[CH:19][CH:20]=3)[CH2:15][CH2:14]2)(=[O:11])=[O:10])[CH:5]=[CH:6][C:7]=1[F:8]. The yield is 0.670. (4) The reactants are [C:1]([NH:4][C:5]1[CH:10]=[CH:9][C:8]([S:11](Cl)(=[O:13])=[O:12])=[CH:7][CH:6]=1)(=[O:3])[CH3:2].[NH2:15][C:16]1[S:20][C:19]([C:21]([O:23][CH2:24][CH3:25])=[O:22])=[N:18][N:17]=1.Cl. The catalyst is N1C=CC=CC=1. The product is [C:1]([NH:4][C:5]1[CH:10]=[CH:9][C:8]([S:11]([NH:15][C:16]2[S:20][C:19]([C:21]([O:23][CH2:24][CH3:25])=[O:22])=[N:18][N:17]=2)(=[O:13])=[O:12])=[CH:7][CH:6]=1)(=[O:3])[CH3:2]. The yield is 0.730. (5) The reactants are C(N1C=CN=C1)(N1C=CN=C1)=O.[C:13]([OH:24])(=O)[C:14]1[CH:22]=[CH:21][C:20]2[O:19][CH2:18][O:17][C:16]=2[CH:15]=1.[Br:25][C:26]1[C:27]([CH3:43])=[N:28][O:29][C:30]=1[NH:31][S:32]([C:35]1[CH:39]=[CH:38][S:37][C:36]=1[C:40]([NH2:42])=[O:41])(=[O:34])=[O:33].[H-].[Na+]. The catalyst is C1COCC1.O. The product is [Br:25][C:26]1[C:27]([CH3:43])=[N:28][O:29][C:30]=1[NH:31][S:32]([C:35]1[CH:39]=[CH:38][S:37][C:36]=1[C:40]([NH:42][C:13](=[O:24])[C:14]1[CH:22]=[CH:21][C:20]2[O:19][CH2:18][O:17][C:16]=2[CH:15]=1)=[O:41])(=[O:34])=[O:33]. The yield is 0.0360. (6) The reactants are [NH2:1][C:2]1[C:3]([C:26]([O:28]C)=O)=[N:4][C:5]([C:9]2[CH:14]=[CH:13][CH:12]=[C:11]([C:15]#[C:16][C@@:17]([OH:25])([C:19]3[N:23]=[C:22]([CH3:24])[O:21][N:20]=3)[CH3:18])[CH:10]=2)=[C:6]([F:8])[CH:7]=1.[NH3:30]. No catalyst specified. The product is [NH2:1][C:2]1[C:3]([C:26]([NH2:30])=[O:28])=[N:4][C:5]([C:9]2[CH:14]=[CH:13][CH:12]=[C:11]([C:15]#[C:16][C@@:17]([OH:25])([C:19]3[N:23]=[C:22]([CH3:24])[O:21][N:20]=3)[CH3:18])[CH:10]=2)=[C:6]([F:8])[CH:7]=1. The yield is 0.190. (7) The reactants are F[C:2]1[CH:3]=[N+:4]([O-:11])[CH:5]=[CH:6][C:7]=1[N+:8]([O-:10])=[O:9].[CH3:12][OH:13].C[O-].[Na+]. The catalyst is CO. The product is [CH3:12][O:13][C:2]1[CH:3]=[N+:4]([O-:11])[CH:5]=[CH:6][C:7]=1[N+:8]([O-:10])=[O:9]. The yield is 0.910. (8) The yield is 0.900. The reactants are [CH2:1](O)[CH2:2][CH2:3][CH2:4][CH2:5][CH2:6][CH:7]=[CH:8][CH:9]=[CH:10][CH2:11][CH3:12].C(N(CC)CC)C.S(Cl)([Cl:23])=O.[OH-].[Na+]. The catalyst is CCCCCC.O.C1(C)C=CC=CC=1. The product is [Cl:23][CH2:1][CH2:2][CH2:3][CH2:4][CH2:5][CH2:6][CH:7]=[CH:8][CH:9]=[CH:10][CH2:11][CH3:12]. (9) The reactants are [CH:1](=O)[C:2]1[CH:7]=[CH:6][CH:5]=[CH:4][CH:3]=1.Cl.[NH2:10][C@H:11]([CH3:16])[C:12]([O:14][CH3:15])=[O:13]. No catalyst specified. The product is [CH2:1]([NH:10][C@@H:11]([CH3:16])[C:12]([O:14][CH3:15])=[O:13])[C:2]1[CH:7]=[CH:6][CH:5]=[CH:4][CH:3]=1. The yield is 0.950. (10) The catalyst is CN(C=O)C. The reactants are [Br:1][C:2]1[N:3]=[C:4]([C:9]#[C:10][Si](C)(C)C)[C:5]([NH2:8])=[N:6][CH:7]=1.[H-].[Na+].[C:17]1([CH3:27])[CH:22]=[CH:21][C:20]([S:23](Cl)(=[O:25])=[O:24])=[CH:19][CH:18]=1. The product is [Br:1][C:2]1[N:3]=[C:4]2[CH:9]=[CH:10][N:8]([S:23]([C:20]3[CH:21]=[CH:22][C:17]([CH3:27])=[CH:18][CH:19]=3)(=[O:25])=[O:24])[C:5]2=[N:6][CH:7]=1. The yield is 0.520.